From a dataset of Catalyst prediction with 721,799 reactions and 888 catalyst types from USPTO. Predict which catalyst facilitates the given reaction. (1) Reactant: [CH2:1]([O:3][C:4]1[C:5]([OH:32])=[C:6]([CH:10]=[C:11]([CH:13]2[C:18]([C:19]3[CH:24]=[CH:23][CH:22]=[CH:21][CH:20]=3)=[C:17]([C:25]3[CH:30]=[CH:29][CH:28]=[CH:27][CH:26]=3)[NH:16][C:15](=[O:31])[NH:14]2)[CH:12]=1)[C:7]([OH:9])=O)[CH3:2].[NH4+].[Cl-].CC[N:37]=C=NCCCN(C)C.C1C=CC2N(O)N=NC=2C=1.CN1CCOCC1. Product: [CH2:1]([O:3][C:4]1[C:5]([OH:32])=[C:6]([CH:10]=[C:11]([CH:13]2[C:18]([C:19]3[CH:24]=[CH:23][CH:22]=[CH:21][CH:20]=3)=[C:17]([C:25]3[CH:30]=[CH:29][CH:28]=[CH:27][CH:26]=3)[NH:16][C:15](=[O:31])[NH:14]2)[CH:12]=1)[C:7]([NH2:37])=[O:9])[CH3:2]. The catalyst class is: 3. (2) The catalyst class is: 12. Reactant: [Cl:1][C:2]1[C:3]([N:11]2[CH2:16][CH2:15][NH:14][C@H:13]([CH3:17])[CH2:12]2)=[N:4][CH:5]=[C:6]([CH2:8][O:9][CH3:10])[CH:7]=1.Cl[C:19]1[NH:23][C:22]2[CH:24]=[C:25]([C:28]([F:31])([F:30])[F:29])[CH:26]=[CH:27][C:21]=2[N:20]=1. Product: [Cl:1][C:2]1[C:3]([N:11]2[CH2:16][CH2:15][N:14]([C:19]3[NH:20][C:21]4[CH:27]=[CH:26][C:25]([C:28]([F:31])([F:30])[F:29])=[CH:24][C:22]=4[N:23]=3)[C@H:13]([CH3:17])[CH2:12]2)=[N:4][CH:5]=[C:6]([CH2:8][O:9][CH3:10])[CH:7]=1. (3) Reactant: [CH2:1]([NH:3][C:4]1[N:5]=[CH:6][C:7]2[C:16](=[O:17])[N:15]([C:18]3[CH:23]=[CH:22][CH:21]=[C:20]([O:24][CH:25]4[CH2:30][CH2:29][NH:28][CH2:27][CH2:26]4)[CH:19]=3)[CH2:14][C@H:13]3[N:9]([CH2:10][CH2:11][CH2:12]3)[C:8]=2[N:31]=1)[CH3:2].N1C=CC=CC=1.[C:38](Cl)(=[O:40])[CH3:39].C(=O)(O)[O-].[Na+]. Product: [C:38]([N:28]1[CH2:29][CH2:30][CH:25]([O:24][C:20]2[CH:19]=[C:18]([N:15]3[CH2:14][C@H:13]4[N:9]([CH2:10][CH2:11][CH2:12]4)[C:8]4[N:31]=[C:4]([NH:3][CH2:1][CH3:2])[N:5]=[CH:6][C:7]=4[C:16]3=[O:17])[CH:23]=[CH:22][CH:21]=2)[CH2:26][CH2:27]1)(=[O:40])[CH3:39]. The catalyst class is: 4. (4) Reactant: [CH:1]1([CH:7]([NH:19][C:20]2[N:25]=[CH:24][C:23]([C:26](O)=[O:27])=[CH:22][CH:21]=2)[C:8]2[O:9][C:10]3[CH:17]=[CH:16][C:15]([F:18])=[CH:14][C:11]=3[C:12]=2[CH3:13])[CH2:6][CH2:5][CH2:4][CH2:3][CH2:2]1.Cl.[CH2:30]([O:32][C:33](=[O:37])[CH2:34][CH2:35][NH2:36])[CH3:31].O.ON1C2C=CC=CC=2N=N1.Cl.C(N=C=NCCCN(C)C)C.[Cl-].[NH4+]. Product: [CH:1]1([CH:7]([NH:19][C:20]2[N:25]=[CH:24][C:23]([C:26]([NH:36][CH2:35][CH2:34][C:33]([O:32][CH2:30][CH3:31])=[O:37])=[O:27])=[CH:22][CH:21]=2)[C:8]2[O:9][C:10]3[CH:17]=[CH:16][C:15]([F:18])=[CH:14][C:11]=3[C:12]=2[CH3:13])[CH2:6][CH2:5][CH2:4][CH2:3][CH2:2]1. The catalyst class is: 289. (5) Reactant: [CH2:1]([NH:3][C:4](=[O:24])[NH:5][C:6]1[N:23]=[C:9]2[CH:10]=[C:11]([C:17]3[CH:18]=[N:19][CH:20]=[CH:21][CH:22]=3)[CH:12]=[C:13]([C:14](=[S:16])[NH2:15])[N:8]2[N:7]=1)[CH3:2].Br[CH2:26][C:27](=O)[CH2:28][CH3:29]. Product: [CH2:1]([NH:3][C:4]([NH:5][C:6]1[N:23]=[C:9]2[CH:10]=[C:11]([C:17]3[CH:18]=[N:19][CH:20]=[CH:21][CH:22]=3)[CH:12]=[C:13]([C:14]3[S:16][CH:26]=[C:27]([CH2:28][CH3:29])[N:15]=3)[N:8]2[N:7]=1)=[O:24])[CH3:2]. The catalyst class is: 14. (6) Reactant: C(O[C:6](=O)[N:7](C)[CH:8]([C:10](=[O:36])[NH:11][CH:12]1[C:18](=[O:19])[N:17]2[CH:20]([C:23](=[O:35])[NH:24][CH:25]3[C:34]4[C:29](=[CH:30][CH:31]=[CH:32][CH:33]=4)[CH2:28][CH2:27][CH2:26]3)[CH2:21][CH2:22][CH:16]2[CH2:15][CH2:14][CH2:13]1)[CH3:9])(C)(C)C.Cl. Product: [CH:25]1([NH:24][C:23]([CH:20]2[N:17]3[C:18](=[O:19])[CH:12]([NH:11][C:10](=[O:36])[CH:8]([NH:7][CH3:6])[CH3:9])[CH2:13][CH2:14][CH2:15][CH:16]3[CH2:22][CH2:21]2)=[O:35])[C:34]2[C:29](=[CH:30][CH:31]=[CH:32][CH:33]=2)[CH2:28][CH2:27][CH2:26]1. The catalyst class is: 684. (7) Reactant: [CH2:1]([O:3][CH2:4][N:5]1[C:9](Br)=[C:8]([N+:11]([O-:13])=[O:12])[N:7]=[C:6]1[Br:14])[CH3:2].O.S([O-])([O-])=O.[Na+].[Na+].C(=O)(O)[O-].[Na+]. Product: [CH2:1]([O:3][CH2:4][N:5]1[CH:9]=[C:8]([N+:11]([O-:13])=[O:12])[N:7]=[C:6]1[Br:14])[CH3:2]. The catalyst class is: 9. (8) Reactant: C[Si]([C:5]#[C:6][C:7]1[CH:8]=[C:9]([N:13]2[C:22]3[C:17](=[CH:18][CH:19]=[CH:20][N:21]=3)[C:16](=[O:23])[C:15]([C:24]([NH2:26])=[O:25])=[CH:14]2)[CH:10]=[CH:11][CH:12]=1)(C)C.[F-].C([N+](CCCC)(CCCC)CCCC)CCC. Product: [C:6]([C:7]1[CH:8]=[C:9]([N:13]2[C:22]3[C:17](=[CH:18][CH:19]=[CH:20][N:21]=3)[C:16](=[O:23])[C:15]([C:24]([NH2:26])=[O:25])=[CH:14]2)[CH:10]=[CH:11][CH:12]=1)#[CH:5]. The catalyst class is: 1.